From a dataset of Catalyst prediction with 721,799 reactions and 888 catalyst types from USPTO. Predict which catalyst facilitates the given reaction. (1) Reactant: [Cl:1][C:2]1[C:3]([CH3:11])=[C:4]([C:8](=O)[CH3:9])[CH:5]=[CH:6][CH:7]=1.Cl.[NH2:13][OH:14]. Product: [Cl:1][C:2]1[C:3]([CH3:11])=[C:4](/[C:8](=[N:13]\[OH:14])/[CH3:9])[CH:5]=[CH:6][CH:7]=1. The catalyst class is: 8. (2) Reactant: Br[C:2]1[C:11]2[O:10][CH:9]([CH:12]([CH3:14])[CH3:13])[C:8](=[O:15])[NH:7][C:6]=2[CH:5]=[C:4]([O:16][CH3:17])[CH:3]=1.[CH3:18][N:19]1[CH:24]=[C:23](B2OC(C)(C)C(C)(C)O2)[C:22]2[CH:34]=[CH:35][N:36]([S:37]([C:40]3[CH:45]=[CH:44][C:43]([CH3:46])=[CH:42][CH:41]=3)(=[O:39])=[O:38])[C:21]=2[C:20]1=[O:47].C(=O)([O-])[O-].[K+].[K+].ClCCl. Product: [CH:12]([CH:9]1[C:8](=[O:15])[NH:7][C:6]2[CH:5]=[C:4]([O:16][CH3:17])[CH:3]=[C:2]([C:23]3[C:22]4[CH:34]=[CH:35][N:36]([S:37]([C:40]5[CH:45]=[CH:44][C:43]([CH3:46])=[CH:42][CH:41]=5)(=[O:39])=[O:38])[C:21]=4[C:20](=[O:47])[N:19]([CH3:18])[CH:24]=3)[C:11]=2[O:10]1)([CH3:14])[CH3:13]. The catalyst class is: 38. (3) The catalyst class is: 7. Reactant: [CH3:1][CH2:2][C:3]1[C:25]([CH3:26])=[C:24]2[NH:27][C:4]=1[CH:5]=[C:6]1[N:40]=[C:39]3[C:8]([C:9]([CH:11]([C:41]([O:43][CH3:44])=[O:42])[C:12]3=[C:13]3[N:17]=[C:16]([CH:18]=[C:19]4[NH:28][C:22](=[CH:23]2)[C:21]([CH:29]=[CH2:30])=[C:20]4[CH3:31])[CH:15]([CH3:32])[CH:14]3[CH2:33][CH2:34][C:35]([O:37][CH3:38])=[O:36])=[O:10])=[C:7]1[CH3:45].N1C=CC=CC=1.[NH2:52][CH2:53][CH:54]([OH:57])[CH2:55][OH:56]. Product: [OH:57][CH:54]([CH2:55][OH:56])[CH2:53][NH:52][C:9]([C:8]1[C:7]([CH3:45])=[C:6]2[CH:5]=[C:4]3[N:27]=[C:24]([C:25]([CH3:26])=[C:3]3[CH2:2][CH3:1])[CH:23]=[C:22]3[NH:28][C:19]([C:20]([CH3:31])=[C:21]3[CH:29]=[CH2:30])=[CH:18][C:16]3=[N:17][C:13]([CH:14]([CH2:33][CH2:34][C:35]([O:37][CH3:38])=[O:36])[CH:15]3[CH3:32])=[C:12]([CH2:11][C:41]([O:43][CH3:44])=[O:42])[C:39]=1[NH:40]2)=[O:10]. (4) Reactant: [C:1]([Si:5]([CH3:23])([CH3:22])[O:6][C:7]1[CH:12]=[CH:11][C:10]([C:13](=O)[CH2:14][C:15]2[CH:20]=[CH:19][CH:18]=[CH:17][CH:16]=2)=[CH:9][CH:8]=1)([CH3:4])([CH3:3])[CH3:2].N1C=CC=CC=1.Cl.[NH2:31][OH:32]. Product: [C:1]([Si:5]([CH3:23])([CH3:22])[O:6][C:7]1[CH:12]=[CH:11][C:10]([C:13](=[N:31][OH:32])[CH2:14][C:15]2[CH:20]=[CH:19][CH:18]=[CH:17][CH:16]=2)=[CH:9][CH:8]=1)([CH3:4])([CH3:3])[CH3:2]. The catalyst class is: 162. (5) Reactant: [CH3:1][N:2]([CH3:13])[CH:3]1[CH2:7][CH2:6][N:5]([C@@H:8]2[CH2:11][C@H:10]([OH:12])[CH2:9]2)[CH2:4]1.CN1C=CN=C1.[Br:20][C:21]1[CH:26]=[CH:25][C:24]([S:27](Cl)(=[O:29])=[O:28])=[CH:23][CH:22]=1. Product: [Br:20][C:21]1[CH:26]=[CH:25][C:24]([S:27]([O:12][C@H:10]2[CH2:11][C@@H:8]([N:5]3[CH2:6][CH2:7][CH:3]([N:2]([CH3:13])[CH3:1])[CH2:4]3)[CH2:9]2)(=[O:29])=[O:28])=[CH:23][CH:22]=1. The catalyst class is: 13.